Dataset: Full USPTO retrosynthesis dataset with 1.9M reactions from patents (1976-2016). Task: Predict the reactants needed to synthesize the given product. (1) Given the product [CH:7]1([C:10]2[CH:15]=[CH:14][C:13]([CH2:16][CH:17]([NH2:20])[CH2:18][CH3:19])=[CH:12][C:11]=2[O:23][CH3:24])[CH2:9][CH2:8]1, predict the reactants needed to synthesize it. The reactants are: [H-].[H-].[H-].[H-].[Li+].[Al+3].[CH:7]1([C:10]2[CH:15]=[CH:14][C:13]([CH:16]=[C:17]([N+:20]([O-])=O)[CH2:18][CH3:19])=[CH:12][C:11]=2[O:23][CH3:24])[CH2:9][CH2:8]1.O.[OH-].[Na+]. (2) Given the product [CH:1]1([NH:7][C:8]([C:10]2[C:11](=[O:26])[C:12]3[C:17]([C:18]=2[C:19]2[CH:20]=[CH:21][CH:22]=[CH:23][CH:24]=2)=[CH:16][CH:15]=[C:14]([O:25][CH2:28][CH2:29][N:30]2[CH2:35][CH2:34][O:33][CH2:32][CH2:31]2)[CH:13]=3)=[O:9])[CH2:6][CH2:5][CH2:4][CH2:3][CH2:2]1, predict the reactants needed to synthesize it. The reactants are: [CH:1]1([NH:7][C:8]([C:10]2[C:11](=[O:26])[C:12]3[C:17]([C:18]=2[C:19]2[CH:24]=[CH:23][CH:22]=[CH:21][CH:20]=2)=[CH:16][CH:15]=[C:14]([OH:25])[CH:13]=3)=[O:9])[CH2:6][CH2:5][CH2:4][CH2:3][CH2:2]1.O[CH2:28][CH2:29][N:30]1[CH2:35][CH2:34][O:33][CH2:32][CH2:31]1.C1(P(C2C=CC=CC=2)C2C=CC=CC=2)C=CC=CC=1.N(C(OC(C)C)=O)=NC(OC(C)C)=O. (3) Given the product [Br:1][C:2]1[CH:3]=[C:4]([NH:8][C:9](=[O:14])[C:10]([CH3:13])([CH3:12])[CH3:11])[CH:5]=[N:6][CH:7]=1, predict the reactants needed to synthesize it. The reactants are: [Br:1][C:2]1[CH:3]=[C:4]([NH2:8])[CH:5]=[N:6][CH:7]=1.[C:9](Cl)(=[O:14])[C:10]([CH3:13])([CH3:12])[CH3:11]. (4) The reactants are: [Cl:1][C:2]1[CH:7]=[CH:6][CH:5]=[CH:4][C:3]=1[C@H:8]([O:10][C:11]1[CH:15]=[C:14]([N:16]2[C:20]3[CH:21]=[CH:22][C:23]([C:25]4[CH:30]=[CH:29][N:28]=[C:27](F)[CH:26]=4)=[CH:24][C:19]=3[N:18]=[CH:17]2)[S:13][C:12]=1[C:32]([NH2:34])=[O:33])[CH3:9].[N:35]1([CH2:41][CH2:42][NH2:43])[CH2:40][CH2:39][O:38][CH2:37][CH2:36]1. Given the product [Cl:1][C:2]1[CH:7]=[CH:6][CH:5]=[CH:4][C:3]=1[C@H:8]([O:10][C:11]1[CH:15]=[C:14]([N:16]2[C:20]3[CH:21]=[CH:22][C:23]([C:25]4[CH:30]=[CH:29][N:28]=[C:27]([NH:43][CH2:42][CH2:41][N:35]5[CH2:40][CH2:39][O:38][CH2:37][CH2:36]5)[CH:26]=4)=[CH:24][C:19]=3[N:18]=[CH:17]2)[S:13][C:12]=1[C:32]([NH2:34])=[O:33])[CH3:9], predict the reactants needed to synthesize it.